From a dataset of Reaction yield outcomes from USPTO patents with 853,638 reactions. Predict the reaction yield, written as a fraction of the theoretical maximum amount of product (1.0 means a 100% yield; for example, 0.34 means a 34% yield). (1) The reactants are [CH3:1][C:2]1[S:3][CH:4]=[C:5]([C:7]#[N:8])[N:6]=1.[C:9](OC)(=[O:17])[C:10]1[C:11](=[CH:13][CH:14]=[CH:15][CH:16]=1)[SH:12].C(N(CC)CC)C. The catalyst is C1(C)C=CC=CC=1. The product is [CH3:1][C:2]1[S:3][CH:4]=[C:5]([C:7]2[S:12][C:11]3[CH:13]=[CH:14][CH:15]=[CH:16][C:10]=3[C:9](=[O:17])[N:8]=2)[N:6]=1. The yield is 0.780. (2) The reactants are [NH2:1][C@H:2](C(N)=O)[CH2:3][C:4]1C=CC(O)=C[CH:5]=1.Cl.C([N:17]([CH2:20]C)[CH2:18][CH3:19])C. The product is [N:17]1[C:18]2[CH:19]=[CH:5][CH:4]=[CH:3][C:2]=2[NH:1][CH:20]=1. The yield is 0.720. The catalyst is O1CCOCC1.